Task: Predict the product of the given reaction.. Dataset: Forward reaction prediction with 1.9M reactions from USPTO patents (1976-2016) (1) The product is: [F:14][C:15]1[CH:20]=[CH:19][CH:18]=[CH:17][C:16]=1[C:2]1[CH:3]=[C:4]2[C:8](=[C:9]([C:11]([NH2:13])=[O:12])[CH:10]=1)[NH:7][CH:6]=[CH:5]2. Given the reactants Br[C:2]1[CH:3]=[C:4]2[C:8](=[C:9]([C:11]([NH2:13])=[O:12])[CH:10]=1)[NH:7][CH:6]=[CH:5]2.[F:14][C:15]1[CH:20]=[CH:19][CH:18]=[CH:17][C:16]=1B(O)O.P([O-])([O-])([O-])=O.[K+].[K+].[K+], predict the reaction product. (2) The product is: [Cl:1][C:2]1[CH:3]=[C:4]([C@H:8]2[CH:29]=[CH:30][S:18][NH:17][C@@H:9]2[C:10]2[CH:11]=[CH:12][C:13]([Cl:16])=[CH:14][CH:15]=2)[CH:5]=[CH:6][CH:7]=1. Given the reactants [Cl:1][C:2]1[CH:3]=[C:4]([C@@H:8]([CH:29]=[CH2:30])[C@H:9]([NH:17][S:18](/C=C/C2C=CC=CC=2)(=O)=O)[C:10]2[CH:15]=[CH:14][C:13]([Cl:16])=[CH:12][CH:11]=2)[CH:5]=[CH:6][CH:7]=1.C(Cl)Cl, predict the reaction product. (3) Given the reactants Cl[C:2]1[NH:3][C:4]2[CH:10]=[C:9]([Cl:11])[C:8]([C:12]([F:15])([F:14])[F:13])=[CH:7][C:5]=2[N:6]=1.[Cl:16][C:17]1[C:18]([N:24]2[CH2:29][CH2:28][NH:27][CH2:26][CH2:25]2)=[N:19][CH:20]=[C:21]([Cl:23])[CH:22]=1, predict the reaction product. The product is: [Cl:11][C:9]1[C:8]([C:12]([F:15])([F:14])[F:13])=[CH:7][C:5]2[NH:6][C:2]([N:27]3[CH2:28][CH2:29][N:24]([C:18]4[C:17]([Cl:16])=[CH:22][C:21]([Cl:23])=[CH:20][N:19]=4)[CH2:25][CH2:26]3)=[N:3][C:4]=2[CH:10]=1. (4) Given the reactants [C:1]([O:5][C:6](=[O:30])[CH2:7][N:8]1[C:16]2[C:11](=[CH:12][C:13]([Cl:17])=[CH:14][CH:15]=2)[C:10]([C:18]2[C:27]3[C:22](=[CH:23][CH:24]=[CH:25][CH:26]=3)[C:21](Cl)=[N:20][N:19]=2)=[C:9]1[CH3:29])([CH3:4])([CH3:3])[CH3:2].[OH-:31].[Na+], predict the reaction product. The product is: [C:1]([O:5][C:6](=[O:30])[CH2:7][N:8]1[C:16]2[C:11](=[CH:12][C:13]([Cl:17])=[CH:14][CH:15]=2)[C:10]([C:18]2[C:27]3[C:22](=[CH:23][CH:24]=[CH:25][CH:26]=3)[C:21](=[O:31])[NH:20][N:19]=2)=[C:9]1[CH3:29])([CH3:4])([CH3:2])[CH3:3]. (5) Given the reactants [Cl:1][C:2]1[N:3]=[C:4]([C:9]([NH:11][C@H:12]2[CH2:17][CH2:16][N:15]([C:18]3[S:19][C:20]([C:26]([O:28][CH2:29][CH3:30])=[O:27])=[C:21]([C:23](O)=[O:24])[N:22]=3)[CH2:14][C@H:13]2[O:31][CH2:32][CH3:33])=[O:10])[NH:5][C:6]=1[CH2:7][CH3:8].[CH3:34][O:35][CH2:36][CH:37]([NH2:39])[CH3:38].CCN=C=NCCCN(C)C.Cl.ON1C2C=CC=CC=2N=N1, predict the reaction product. The product is: [Cl:1][C:2]1[N:3]=[C:4]([C:9]([NH:11][C@H:12]2[CH2:17][CH2:16][N:15]([C:18]3[S:19][C:20]([C:26]([O:28][CH2:29][CH3:30])=[O:27])=[C:21]([C:23](=[O:24])[NH:39][CH:37]([CH3:38])[CH2:36][O:35][CH3:34])[N:22]=3)[CH2:14][C@H:13]2[O:31][CH2:32][CH3:33])=[O:10])[NH:5][C:6]=1[CH2:7][CH3:8]. (6) Given the reactants S(=O)(=O)(O)O.[F:6][C:7]1[CH:8]=[C:9](N)[CH:10]=[CH:11][C:12]=1[S:13][CH3:14].[O:16]1CCCC1.N([O-])=O.[Na+], predict the reaction product. The product is: [F:6][C:7]1[CH:8]=[C:9]([OH:16])[CH:10]=[CH:11][C:12]=1[S:13][CH3:14]. (7) The product is: [F:30][C:10]1[CH:11]=[C:12]([C:16]2([OH:29])[CH2:21][CH2:20][N:19]([C:22]([O:24][C:25]([CH3:27])([CH3:26])[CH3:28])=[O:23])[CH2:18][CH2:17]2)[CH:13]=[C:14]([F:15])[C:9]=1[OH:8]. Given the reactants [Si]([O:8][C:9]1[C:14]([F:15])=[CH:13][C:12]([C:16]2([OH:29])[CH2:21][CH2:20][N:19]([C:22]([O:24][C:25]([CH3:28])([CH3:27])[CH3:26])=[O:23])[CH2:18][CH2:17]2)=[CH:11][C:10]=1[F:30])(C(C)(C)C)(C)C.[F-].C([N+](CCCC)(CCCC)CCCC)CCC, predict the reaction product.